Predict the reactants needed to synthesize the given product. From a dataset of Full USPTO retrosynthesis dataset with 1.9M reactions from patents (1976-2016). (1) Given the product [NH2:30][CH:12]([C:10]1[C:9]([N:15]2[CH2:20][CH2:19][CH:18]([CH2:21][CH2:22][OH:23])[CH2:17][CH2:16]2)=[C:8]2[C:3]([CH:4]=[CH:5][CH:6]=[N:7]2)=[C:2]([Cl:1])[CH:11]=1)[CH3:13], predict the reactants needed to synthesize it. The reactants are: [Cl:1][C:2]1[CH:11]=[C:10]([C:12](=O)[CH3:13])[C:9]([N:15]2[CH2:20][CH2:19][CH:18]([CH2:21][CH2:22][OH:23])[CH2:17][CH2:16]2)=[C:8]2[C:3]=1[CH:4]=[CH:5][CH:6]=[N:7]2.C([O-])(=O)C.[NH4+].C([BH3-])#[N:30].[Na+].O1CCCC1. (2) The reactants are: C(O[C:4](=[O:10])[C:5]([O:7][CH2:8][CH3:9])=[O:6])C.[CH3:11][C:12]([CH3:17])([CH3:16])[CH2:13][Mg]Cl. Given the product [CH2:8]([O:7][C:5](=[O:6])[C:4](=[O:10])[CH2:11][C:12]([CH3:17])([CH3:16])[CH3:13])[CH3:9], predict the reactants needed to synthesize it. (3) Given the product [CH3:1][N:2]([CH2:10][CH2:11][N:13]1[CH2:18][CH2:17][S:16][C:15]2[CH:19]=[CH:20][C:21]([N+:23]([O-:25])=[O:24])=[CH:22][C:14]1=2)[C:3](=[O:9])[O:4][C:5]([CH3:8])([CH3:6])[CH3:7], predict the reactants needed to synthesize it. The reactants are: [CH3:1][N:2]([CH2:10][C:11]([N:13]1[CH2:18][CH2:17][S:16][C:15]2[CH:19]=[CH:20][C:21]([N+:23]([O-:25])=[O:24])=[CH:22][C:14]1=2)=O)[C:3](=[O:9])[O:4][C:5]([CH3:8])([CH3:7])[CH3:6].B.O1CCCC1. (4) Given the product [C@@H:6]1([N:24]2[C:32]3[C:27](=[CH:28][CH:29]=[CH:30][CH:31]=3)[C:26]([S:33][C:34]3[CH:39]=[CH:38][C:37]([O:40][CH:41]([CH3:42])[CH3:43])=[CH:36][C:35]=3[F:44])=[CH:25]2)[O:7][C@H:8]([CH2:19][OH:20])[C@@H:9]([OH:15])[C@H:10]([OH:11])[C@H:5]1[OH:4], predict the reactants needed to synthesize it. The reactants are: C([O:4][C@@H:5]1[C@@H:10]([O:11]C(=O)C)[C@H:9]([O:15]C(=O)C)[C@@H:8]([CH2:19][O:20]C(=O)C)[O:7][C@H:6]1[N:24]1[C:32]2[C:27](=[CH:28][CH:29]=[CH:30][CH:31]=2)[C:26]([S:33][C:34]2[CH:39]=[CH:38][C:37]([O:40][CH:41]([CH3:43])[CH3:42])=[CH:36][C:35]=2[F:44])=[CH:25]1)(=O)C.C[O-].[Na+].C(O)(=O)C. (5) The reactants are: C(OC1N=NC(C(C2C=CC=CC=2)=C)=CC=1OCC1C=CC=CC=1)C1C=CC=CC=1.[CH2:31]([O:38][C:39]1[N:40]=[N:41][C:42](Cl)=[CH:43][C:44]=1[O:45][CH2:46][C:47]1[CH:52]=[CH:51][CH:50]=[CH:49][CH:48]=1)[C:32]1[CH:37]=[CH:36][CH:35]=[CH:34][CH:33]=1.[F:54][C:55]([F:78])([F:77])[C:56]1[CH:57]=[C:58](/[CH:66]=[CH:67]/B2OC(C)(C)C(C)(C)O2)[CH:59]=[C:60]([C:62]([F:65])([F:64])[F:63])[CH:61]=1. Given the product [CH2:31]([O:38][C:39]1[N:40]=[N:41][C:42](/[CH:67]=[CH:66]/[C:58]2[CH:59]=[C:60]([C:62]([F:63])([F:65])[F:64])[CH:61]=[C:56]([C:55]([F:54])([F:77])[F:78])[CH:57]=2)=[CH:43][C:44]=1[O:45][CH2:46][C:47]1[CH:52]=[CH:51][CH:50]=[CH:49][CH:48]=1)[C:32]1[CH:37]=[CH:36][CH:35]=[CH:34][CH:33]=1, predict the reactants needed to synthesize it. (6) Given the product [C:6]([NH:10][C:11](=[O:19])[C:12]1[C:17]([CH:1]([CH3:3])[CH3:2])=[CH:16][C:15]([Cl:18])=[N:14][CH:13]=1)([CH3:9])([CH3:7])[CH3:8], predict the reactants needed to synthesize it. The reactants are: [CH:1]([Mg]Cl)([CH3:3])[CH3:2].[C:6]([NH:10][C:11](=[O:19])[C:12]1[CH:17]=[CH:16][C:15]([Cl:18])=[N:14][CH:13]=1)([CH3:9])([CH3:8])[CH3:7].CO.ClC1C(=O)C(C#N)=C(C#N)C(=O)C=1Cl.